This data is from Reaction yield outcomes from USPTO patents with 853,638 reactions. The task is: Predict the reaction yield, written as a fraction of the theoretical maximum amount of product (1.0 means a 100% yield; for example, 0.34 means a 34% yield). (1) The reactants are Cl[CH2:2][CH2:3][CH2:4][N:5]1[C:10]2[CH:11]=[CH:12][CH:13]=[CH:14][C:9]=2[O:8][CH2:7][C:6]1=[O:15].C([O-])([O-])=O.[K+].[K+].[Na+].[I-].[CH2:24]([O:27][CH:28]1[CH2:33][CH2:32][NH:31][CH2:30][CH2:29]1)[CH2:25][CH3:26]. The catalyst is CCCCCCC.CCOC(C)=O. The product is [CH2:24]([O:27][CH:28]1[CH2:33][CH2:32][N:31]([CH2:2][CH2:3][CH2:4][N:5]2[C:10]3[CH:11]=[CH:12][CH:13]=[CH:14][C:9]=3[O:8][CH2:7][C:6]2=[O:15])[CH2:30][CH2:29]1)[CH2:25][CH3:26]. The yield is 0.760. (2) The reactants are [NH2:1][C:2]1[CH:3]=[C:4]([N:8]2[C:13]3[N:14]([CH3:30])[C:15](=[O:29])[CH:16]=[C:17]([O:18][S:19]([C:22]4[CH:27]=[CH:26][C:25]([CH3:28])=[CH:24][CH:23]=4)(=[O:21])=[O:20])[C:12]=3[C:11](=[O:31])[N:10]([CH:32]3[CH2:34][CH2:33]3)[C:9]2=[O:35])[CH:5]=[CH:6][CH:7]=1.N1C=CC=CC=1.[CH3:42][S:43](Cl)(=[O:45])=[O:44]. The catalyst is C(Cl)(Cl)Cl. The product is [CH:32]1([N:10]2[C:11](=[O:31])[C:12]3[C:17]([O:18][S:19]([C:22]4[CH:27]=[CH:26][C:25]([CH3:28])=[CH:24][CH:23]=4)(=[O:21])=[O:20])=[CH:16][C:15](=[O:29])[N:14]([CH3:30])[C:13]=3[N:8]([C:4]3[CH:5]=[CH:6][CH:7]=[C:2]([NH:1][S:43]([CH3:42])(=[O:45])=[O:44])[CH:3]=3)[C:9]2=[O:35])[CH2:33][CH2:34]1. The yield is 0.950. (3) The reactants are [O:1]([C:8]1[CH:27]=[CH:26][C:11]([O:12][C:13]2[CH:18]=[CH:17][N:16]=[CH:15][C:14]=2[C:19]2[CH:20]=[C:21]([CH:23]=[CH:24][CH:25]=2)[NH2:22])=[CH:10][CH:9]=1)[C:2]1[CH:7]=[CH:6][CH:5]=[CH:4][CH:3]=1.[C:28](O)(=[O:32])[C:29]#[C:30][CH3:31]. No catalyst specified. The product is [O:1]([C:8]1[CH:9]=[CH:10][C:11]([O:12][C:13]2[CH:18]=[CH:17][N:16]=[CH:15][C:14]=2[C:19]2[CH:20]=[C:21]([NH:22][C:28](=[O:32])[C:29]#[C:30][CH3:31])[CH:23]=[CH:24][CH:25]=2)=[CH:26][CH:27]=1)[C:2]1[CH:7]=[CH:6][CH:5]=[CH:4][CH:3]=1. The yield is 0.630. (4) The reactants are [CH3:1][C:2]1[O:6][C:5]([C:7]2[CH:12]=[CH:11][CH:10]=[CH:9][CH:8]=2)=[N:4][C:3]=1[CH:13]=O.[Li+].[OH-:16]. The catalyst is C1COCC1.CCOCC. The product is [CH3:1][C:2]1[O:6][C:5]([C:7]2[CH:8]=[CH:9][CH:10]=[CH:11][CH:12]=2)=[N:4][C:3]=1[CH:13]=[CH:7][C:5]([O:6][CH2:2][CH3:1])=[O:16]. The yield is 0.450. (5) The reactants are [C:1]1([C:7]#[C:8][C:9]2[CH:10]=[N:11][CH:12]=[C:13]([CH:17]=2)[C:14]([OH:16])=O)[CH:6]=[CH:5][CH:4]=[CH:3][CH:2]=1.[CH3:18][S@@:19]([C:22]1[CH:27]=[CH:26][CH:25]=[CH:24][CH:23]=1)(=[NH:21])=[O:20]. No catalyst specified. The product is [CH3:18][S@@:19](=[O:20])([C:22]1[CH:27]=[CH:26][CH:25]=[CH:24][CH:23]=1)=[N:21][C:14](=[O:16])[C:13]1[CH:17]=[C:9]([C:8]#[C:7][C:1]2[CH:2]=[CH:3][CH:4]=[CH:5][CH:6]=2)[CH:10]=[N:11][CH:12]=1. The yield is 0.250.